Dataset: Forward reaction prediction with 1.9M reactions from USPTO patents (1976-2016). Task: Predict the product of the given reaction. (1) Given the reactants [CH:1]1[C:10]2[C:5](=[CH:6][CH:7]=[CH:8][CH:9]=2)[CH:4]=[CH:3][C:2]=1[CH2:11][C@H:12]([C:14]([OH:16])=[O:15])[NH2:13].[CH3:17][C:18]([O:21][C:22](O[C:22]([O:21][C:18]([CH3:20])([CH3:19])[CH3:17])=[O:23])=[O:23])([CH3:20])[CH3:19].C(N(CC)CC)C, predict the reaction product. The product is: [C:22]([NH:13][C@@H:12]([C:14]([OH:16])=[O:15])[CH2:11][C:2]1[CH:3]=[CH:4][C:5]2[C:10](=[CH:9][CH:8]=[CH:7][CH:6]=2)[CH:1]=1)([O:21][C:18]([CH3:20])([CH3:19])[CH3:17])=[O:23]. (2) Given the reactants Cl.[CH3:2][O:3][C:4]1[CH:5]=[C:6]([C:12]2[C:13]([CH3:25])([CH3:24])[C:14](=[O:23])[N:15]([CH:17]3[CH2:22][CH2:21][NH:20][CH2:19][CH2:18]3)[N:16]=2)[CH:7]=[CH:8][C:9]=1[O:10][CH3:11].[CH3:26][C:27]1[C:28]([C:33](O)=[O:34])=[N:29][CH:30]=[CH:31][CH:32]=1, predict the reaction product. The product is: [CH3:2][O:3][C:4]1[CH:5]=[C:6]([C:12]2[C:13]([CH3:25])([CH3:24])[C:14](=[O:23])[N:15]([CH:17]3[CH2:22][CH2:21][N:20]([C:33]([C:28]4[C:27]([CH3:26])=[CH:32][CH:31]=[CH:30][N:29]=4)=[O:34])[CH2:19][CH2:18]3)[N:16]=2)[CH:7]=[CH:8][C:9]=1[O:10][CH3:11]. (3) Given the reactants O.[Br:2][C:3]1[CH:8]=[CH:7][C:6]([CH:9]=[CH:10][C:11]2[CH:16]=[CH:15][CH:14]=[CH:13][CH:12]=2)=[CH:5][CH:4]=1.II, predict the reaction product. The product is: [Br:2][C:3]1[CH:4]=[CH:5][C:6]2[CH:9]=[CH:10][C:11]3[C:12]([C:7]=2[CH:8]=1)=[CH:13][CH:14]=[CH:15][CH:16]=3. (4) Given the reactants C([O:3][C:4](=[O:32])[CH2:5][N:6]1[N:10]=[N:9][C:8]([C:11]2[CH:12]=[N:13][CH:14]=[C:15]([C:17]3[N:18]=[N:19][N:20]([CH2:22][C:23]4[CH:28]=[C:27]([Br:29])[C:26]([Br:30])=[C:25]([Br:31])[CH:24]=4)[CH:21]=3)[CH:16]=2)=[N:7]1)C.[OH-].[Na+], predict the reaction product. The product is: [Br:29][C:27]1[CH:28]=[C:23]([CH:24]=[C:25]([Br:31])[C:26]=1[Br:30])[CH2:22][N:20]1[CH:21]=[C:17]([C:15]2[CH:16]=[C:11]([C:8]3[N:9]=[N:10][N:6]([CH2:5][C:4]([OH:32])=[O:3])[N:7]=3)[CH:12]=[N:13][CH:14]=2)[N:18]=[N:19]1. (5) Given the reactants [F:1][C:2]1[CH:3]=[C:4]([C:12]2[N:17]=[CH:16][N:15]=[C:14]([C:18]#[N:19])[CH:13]=2)[CH:5]=[CH:6][C:7]=1[C:8]([F:11])([F:10])[F:9].CO, predict the reaction product. The product is: [F:1][C:2]1[CH:3]=[C:4]([C:12]2[N:17]=[CH:16][N:15]=[C:14]([CH2:18][NH2:19])[CH:13]=2)[CH:5]=[CH:6][C:7]=1[C:8]([F:10])([F:9])[F:11].